This data is from NCI-60 drug combinations with 297,098 pairs across 59 cell lines. The task is: Regression. Given two drug SMILES strings and cell line genomic features, predict the synergy score measuring deviation from expected non-interaction effect. Drug 1: CCCS(=O)(=O)NC1=C(C(=C(C=C1)F)C(=O)C2=CNC3=C2C=C(C=N3)C4=CC=C(C=C4)Cl)F. Drug 2: CN(C(=O)NC(C=O)C(C(C(CO)O)O)O)N=O. Cell line: SW-620. Synergy scores: CSS=-6.04, Synergy_ZIP=6.25, Synergy_Bliss=-1.43, Synergy_Loewe=-18.2, Synergy_HSA=-19.0.